This data is from Forward reaction prediction with 1.9M reactions from USPTO patents (1976-2016). The task is: Predict the product of the given reaction. (1) Given the reactants Cl.Cl[CH2:3][C:4]1[C:9]([F:10])=[CH:8][CH:7]=[CH:6][N:5]=1.C(=O)([O-])[O-].[Cs+].[Cs+].[OH:17][C:18]1[C:19]2[N:20]([C:25]([C:29]([O:31][CH2:32][CH3:33])=[O:30])=[C:26]([CH3:28])[N:27]=2)[CH:21]=[C:22]([CH3:24])[CH:23]=1, predict the reaction product. The product is: [F:10][C:9]1[C:4]([CH2:3][O:17][C:18]2[C:19]3[N:20]([C:25]([C:29]([O:31][CH2:32][CH3:33])=[O:30])=[C:26]([CH3:28])[N:27]=3)[CH:21]=[C:22]([CH3:24])[CH:23]=2)=[N:5][CH:6]=[CH:7][CH:8]=1. (2) Given the reactants [F:1][C:2]1[CH:3]=[C:4]([CH:6]=[CH:7][C:8]=1[O:9][C:10]1[C:19]2[C:14](=[CH:15][C:16]([O:22][CH2:23][CH2:24][CH2:25][N:26]3[CH2:31][CH2:30][O:29][CH2:28][CH2:27]3)=[C:17]([O:20][CH3:21])[CH:18]=2)[N:13]=[CH:12][CH:11]=1)[NH2:5].[CH3:32][N:33]1[CH:37]=[CH:36][C:35]([C:38](Cl)=[O:39])=[N:34]1, predict the reaction product. The product is: [F:1][C:2]1[CH:3]=[C:4]([NH:5][C:38]([C:35]2[CH:36]=[CH:37][N:33]([CH3:32])[N:34]=2)=[O:39])[CH:6]=[CH:7][C:8]=1[O:9][C:10]1[C:19]2[C:14](=[CH:15][C:16]([O:22][CH2:23][CH2:24][CH2:25][N:26]3[CH2:31][CH2:30][O:29][CH2:28][CH2:27]3)=[C:17]([O:20][CH3:21])[CH:18]=2)[N:13]=[CH:12][CH:11]=1. (3) Given the reactants Br[C:2]1[CH:3]=[N:4][C:5]2[NH:11][CH2:10][CH2:9][CH2:8][N:7]([CH2:12][C:13]3[C:18]([F:19])=[CH:17][CH:16]=[C:15]([F:20])[C:14]=3[Cl:21])[C:6]=2[N:22]=1.[O:23]1[CH2:28][CH2:27][N:26]([CH2:29][CH2:30][NH:31][C:32]([C:34]2[CH:35]=[C:36](B(O)O)[CH:37]=[CH:38][CH:39]=2)=[O:33])[CH2:25][CH2:24]1, predict the reaction product. The product is: [Cl:21][C:14]1[C:15]([F:20])=[CH:16][CH:17]=[C:18]([F:19])[C:13]=1[CH2:12][N:7]1[CH2:8][CH2:9][CH2:10][NH:11][C:5]2[N:4]=[CH:3][C:2]([C:38]3[CH:39]=[C:34]([CH:35]=[CH:36][CH:37]=3)[C:32]([NH:31][CH2:30][CH2:29][N:26]3[CH2:25][CH2:24][O:23][CH2:28][CH2:27]3)=[O:33])=[N:22][C:6]1=2. (4) Given the reactants [CH2:1]([N:3]=[C:4]=[O:5])[CH3:2].[O:6]1[C:10]2[CH:11]=[CH:12][CH:13]=[CH:14][C:9]=2[C:8](=[O:15])[NH:7]1, predict the reaction product. The product is: [CH2:1]([NH:3][C:4]([N:7]1[C:8](=[O:15])[C:9]2[CH:14]=[CH:13][CH:12]=[CH:11][C:10]=2[O:6]1)=[O:5])[CH3:2]. (5) Given the reactants Cl.[CH3:2][NH:3][CH2:4][CH2:5][SH:6].[H-].[Na+].Cl[C:10]1[N:15]=[CH:14][C:13](/[C:16](/[C:26]2[CH:31]=[CH:30][C:29]([OH:32])=[CH:28][CH:27]=2)=[C:17](\[C:20]2[CH:25]=[CH:24][CH:23]=[CH:22][CH:21]=2)/[CH2:18][CH3:19])=[CH:12][CH:11]=1, predict the reaction product. The product is: [CH3:2][NH:3][CH2:4][CH2:5][S:6][C:10]1[N:15]=[CH:14][C:13](/[C:16](/[C:26]2[CH:27]=[CH:28][C:29]([OH:32])=[CH:30][CH:31]=2)=[C:17](\[C:20]2[CH:25]=[CH:24][CH:23]=[CH:22][CH:21]=2)/[CH2:18][CH3:19])=[CH:12][CH:11]=1. (6) The product is: [C:4]([O:8][C:9]([NH:11][CH2:12][CH:13]([CH2:19][C:20]1[CH:25]=[CH:24][C:23]([O:26][CH2:27][CH2:28][OH:29])=[CH:22][CH:21]=1)[C:14]([OH:16])=[O:15])=[O:10])([CH3:5])([CH3:7])[CH3:6]. Given the reactants CCO.[C:4]([O:8][C:9]([NH:11][CH2:12][CH:13]([CH2:19][C:20]1[CH:25]=[CH:24][C:23]([O:26][CH2:27][CH2:28][OH:29])=[CH:22][CH:21]=1)[C:14]([O:16]CC)=[O:15])=[O:10])([CH3:7])([CH3:6])[CH3:5].[Li+].[OH-], predict the reaction product. (7) Given the reactants [C:1]1([NH2:8])[CH:6]=[CH:5][C:4]([NH2:7])=[CH:3][CH:2]=1.C(N(C(C)C)CC)(C)C.Cl[C:19]([O:21][CH2:22][C:23]1[CH:28]=[CH:27][CH:26]=[CH:25][CH:24]=1)=[O:20], predict the reaction product. The product is: [CH2:22]([O:21][C:19](=[O:20])[NH:7][C:4]1[CH:5]=[CH:6][C:1]([NH2:8])=[CH:2][CH:3]=1)[C:23]1[CH:28]=[CH:27][CH:26]=[CH:25][CH:24]=1.